This data is from Forward reaction prediction with 1.9M reactions from USPTO patents (1976-2016). The task is: Predict the product of the given reaction. The product is: [CH2:22]([N:12]1[C:11]([N:8]2[CH:9]=[CH:10][N:26]=[CH:7]2)=[C:16]([CH:17]([CH3:18])[CH3:19])[C:15](=[O:20])[NH:14][C:13]1=[O:21])[CH3:23]. Given the reactants ClC1C=C(C#N)C2C=[CH:7][N:8]([C:11]3[N:12]([CH2:22][CH3:23])[C:13](=[O:21])[NH:14][C:15](=[O:20])[C:16]=3[CH:17]([CH3:19])[CH3:18])[C:9]=2[CH:10]=1.[NH:26]1C=CN=C1, predict the reaction product.